This data is from Reaction yield outcomes from USPTO patents with 853,638 reactions. The task is: Predict the reaction yield, written as a fraction of the theoretical maximum amount of product (1.0 means a 100% yield; for example, 0.34 means a 34% yield). The reactants are FC(F)(F)C(O)=O.[C:8]([C:12]1[CH:13]=[C:14]([CH:24]=[C:25]([C:28]([CH3:31])([CH3:30])[CH3:29])[C:26]=1[OH:27])[O:15][CH2:16][C:17]([O:19]C(C)(C)C)=[O:18])([CH3:11])([CH3:10])[CH3:9]. The catalyst is ClCCl. The product is [C:8]([C:12]1[CH:13]=[C:14]([CH:24]=[C:25]([C:28]([CH3:31])([CH3:30])[CH3:29])[C:26]=1[OH:27])[O:15][CH2:16][C:17]([OH:19])=[O:18])([CH3:11])([CH3:10])[CH3:9]. The yield is 0.700.